Task: Predict which catalyst facilitates the given reaction.. Dataset: Catalyst prediction with 721,799 reactions and 888 catalyst types from USPTO (1) Reactant: [NH2:1][CH:2]1[CH2:7][CH2:6][N:5]([C:8]2[C:9]([Cl:31])=[C:10]([NH:16][C:17]3[N:22]=[C:21]([NH:23][CH2:24][CH3:25])[C:20]4=[N:26][CH:27]=[C:28]([C:29]#[N:30])[N:19]4[N:18]=3)[CH:11]=[C:12]([C:14]#[N:15])[CH:13]=2)[CH2:4][CH2:3]1.C(OC)(OC)OC.CC(O)=O.[O:43]1[CH2:46][C:45](=O)[CH2:44]1.C([BH3-])#N.[Na+]. Product: [Cl:31][C:9]1[C:8]([N:5]2[CH2:6][CH2:7][CH:2]([NH:1][CH:45]3[CH2:46][O:43][CH2:44]3)[CH2:3][CH2:4]2)=[CH:13][C:12]([C:14]#[N:15])=[CH:11][C:10]=1[NH:16][C:17]1[N:22]=[C:21]([NH:23][CH2:24][CH3:25])[C:20]2=[N:26][CH:27]=[C:28]([C:29]#[N:30])[N:19]2[N:18]=1. The catalyst class is: 36. (2) Reactant: [NH2:1][C:2]1[CH:3]=[CH:4][C:5]2[C:14]3[C:9](=[C:10]([F:16])[C:11]([F:15])=[CH:12][CH:13]=3)[O:8][C:7](=[O:17])[C:6]=2[CH:18]=1.II. Product: [F:16][C:10]1[C:11]([F:15])=[CH:12][CH:13]=[C:14]2[C:9]=1[O:8][C:7](=[O:17])[C:6]1[C:5]2=[CH:4][CH:3]=[C:2]2[C:18]=1[C:3]([CH3:2])=[CH:4][C:5]([CH3:14])([CH3:6])[NH:1]2. The catalyst class is: 21. (3) Reactant: [CH2:1]([O:8][C:9]1[CH:14]=[C:13]([O:15][CH2:16][CH3:17])[C:12](I)=[CH:11][N:10]=1)[C:2]1[CH:7]=[CH:6][CH:5]=[CH:4][CH:3]=1.[CH2:19]([O:26][CH2:27][CH2:28][O:29][C:30]1[CH:35]=[CH:34][C:33]([NH:36][C:37](=[O:55])[CH2:38][C:39]2[CH:44]=[CH:43][C:42](B3OC(C)(C)C(C)(C)O3)=[CH:41][C:40]=2[F:54])=[CH:32][C:31]=1[C:56]([F:59])([F:58])[F:57])[C:20]1[CH:25]=[CH:24][CH:23]=[CH:22][CH:21]=1.C([O-])([O-])=O.[Cs+].[Cs+]. Product: [CH2:1]([O:8][C:9]1[N:10]=[CH:11][C:12]([C:42]2[CH:43]=[CH:44][C:39]([CH2:38][C:37]([NH:36][C:33]3[CH:34]=[CH:35][C:30]([O:29][CH2:28][CH2:27][O:26][CH2:19][C:20]4[CH:21]=[CH:22][CH:23]=[CH:24][CH:25]=4)=[C:31]([C:56]([F:57])([F:59])[F:58])[CH:32]=3)=[O:55])=[C:40]([F:54])[CH:41]=2)=[C:13]([O:15][CH2:16][CH3:17])[CH:14]=1)[C:2]1[CH:7]=[CH:6][CH:5]=[CH:4][CH:3]=1. The catalyst class is: 117. (4) Reactant: C(N(CC)CC)C.[C:8]([C:10]1[CH:11]=[C:12]2[C:16](=[CH:17][CH:18]=1)[N:15](C(OC(C)(C)C)=O)[CH:14]=[C:13]2[CH:26]=[O:27])#[N:9].[CH:28](=[N:35][C:36]1[CH:41]=[CH:40][CH:39]=[C:38]([O:42][CH3:43])[CH:37]=1)[C:29]1[CH:34]=[CH:33][CH:32]=[CH:31][CH:30]=1. Product: [CH3:43][O:42][C:38]1[CH:37]=[C:36]([NH:35][CH:28]([C:29]2[CH:34]=[CH:33][CH:32]=[CH:31][CH:30]=2)[C:26]([C:13]2[C:12]3[C:16](=[CH:17][CH:18]=[C:10]([C:8]#[N:9])[CH:11]=3)[NH:15][CH:14]=2)=[O:27])[CH:41]=[CH:40][CH:39]=1. The catalyst class is: 433. (5) Reactant: [CH2:1]([O:8][C:9]([C@:11]12[CH2:45][CH2:44][C@@H:43]([C:46]([CH2:48][O:49][CH2:50][CH2:51][N:52]3[CH2:57][CH2:56][O:55][CH2:54][CH2:53]3)=[CH2:47])[C@@H:12]1[C@@H:13]1[C@@:26]([CH3:29])([CH2:27][CH2:28]2)[C@@:25]2([CH3:30])[C@@H:16]([C@:17]3([CH3:42])[C@@H:22]([CH2:23][CH2:24]2)[C:21]([CH3:32])([CH3:31])[C:20]([C:33]2[CH:41]=[CH:40][C:36]([C:37]([OH:39])=[O:38])=[CH:35][CH:34]=2)=[CH:19][CH2:18]3)[CH2:15][CH2:14]1)=[O:10])[C:2]1[CH:7]=[CH:6][CH:5]=[CH:4][CH:3]=1.[Si](C=[N+]=[N-])(C)(C)[CH3:59]. Product: [CH3:59][O:38][C:37]([C:36]1[CH:40]=[CH:41][C:33]([C:20]2[C:21]([CH3:31])([CH3:32])[C@H:22]3[C@:17]([CH3:42])([CH2:18][CH:19]=2)[C@@H:16]2[C@:25]([CH3:30])([C@@:26]4([CH3:29])[C@H:13]([CH2:14][CH2:15]2)[C@H:12]2[C@H:43]([C:46]([CH2:48][O:49][CH2:50][CH2:51][N:52]5[CH2:53][CH2:54][O:55][CH2:56][CH2:57]5)=[CH2:47])[CH2:44][CH2:45][C@:11]2([C:9]([O:8][CH2:1][C:2]2[CH:7]=[CH:6][CH:5]=[CH:4][CH:3]=2)=[O:10])[CH2:28][CH2:27]4)[CH2:24][CH2:23]3)=[CH:34][CH:35]=1)=[O:39]. The catalyst class is: 224. (6) The catalyst class is: 23. Reactant: [NH2:1][C:2]1[N:7]=[CH:6][N:5]=[C:4]2[N:8]([CH:19]([C:21]3[O:22][C:23](=[O:45])[C:24]4[C:29]([C:30]=3[C:31]3[S:32][C:33]([CH:36]5[O:40][C:39]([CH3:42])([CH3:41])[C:38]([CH3:44])([CH3:43])[O:37]5)=[CH:34][CH:35]=3)=[CH:28][CH:27]=[CH:26][CH:25]=4)[CH3:20])[N:9]=[C:10]([C:11]3[CH:16]=[C:15]([OH:17])[CH:14]=[C:13]([F:18])[CH:12]=3)[C:3]=12. Product: [NH2:1][C:2]1[N:7]=[CH:6][N:5]=[C:4]2[N:8]([CH:19]([C:21]3[O:22][C:23](=[O:45])[C:24]4[C:29]([C:30]=3[C:31]3[S:32][C:33]([CH:36]5[O:37][C:38]([CH3:44])([CH3:43])[C:39]([CH3:42])([CH3:41])[O:40]5)=[CH:34][CH:35]=3)=[CH:28][CH:27]=[CH:26][CH:25]=4)[CH3:20])[N:9]=[C:10]([C:11]3[CH:16]=[C:15]([OH:17])[CH:14]=[C:13]([F:18])[CH:12]=3)[C:3]=12.[NH2:1][C:2]1[N:7]=[CH:6][N:5]=[C:4]2[N:8]([CH:19]([C:21]3[O:22][C:23](=[O:45])[C:24]4[C:29]([C:30]=3[C:31]3[S:32][C:33]([CH:36]=[O:37])=[CH:34][CH:35]=3)=[CH:28][CH:27]=[CH:26][CH:25]=4)[CH3:20])[N:9]=[C:10]([C:11]3[CH:16]=[C:15]([OH:17])[CH:14]=[C:13]([F:18])[CH:12]=3)[C:3]=12. (7) Reactant: [N:1]([CH2:4][C:5]1[CH:10]=[CH:9][CH:8]=[C:7]([O:11][C:12]([F:15])([F:14])[F:13])[C:6]=1[F:16])=[N+]=[N-].C(OC(=O)C)C.[ClH:23]. Product: [ClH:23].[F:16][C:6]1[C:7]([O:11][C:12]([F:14])([F:15])[F:13])=[CH:8][CH:9]=[CH:10][C:5]=1[CH2:4][NH2:1]. The catalyst class is: 43. (8) Reactant: C[O:2][C:3](=[O:36])[CH:4]([NH:28][C:29]([O:31][C:32]([CH3:35])([CH3:34])[CH3:33])=[O:30])[CH2:5][C:6]1[CH:11]=[CH:10][C:9]([P:12]([O:17][CH2:18][CH3:19])([O:14][CH2:15][CH3:16])=[O:13])=[C:8]([P:20]([O:25][CH2:26][CH3:27])([O:22][CH2:23][CH3:24])=[O:21])[CH:7]=1.O.[OH-].[Li+]. Product: [CH2:23]([O:22][P:20]([C:8]1[CH:7]=[C:6]([CH2:5][CH:4]([NH:28][C:29]([O:31][C:32]([CH3:35])([CH3:33])[CH3:34])=[O:30])[C:3]([OH:36])=[O:2])[CH:11]=[CH:10][C:9]=1[P:12]([O:14][CH2:15][CH3:16])([O:17][CH2:18][CH3:19])=[O:13])([O:25][CH2:26][CH3:27])=[O:21])[CH3:24]. The catalyst class is: 20. (9) Reactant: [CH3:1][Mg]Cl.[CH3:4][C:5]([C:7]1[CH:12]=[CH:11][CH:10]=[C:9]([I:13])[CH:8]=1)=[O:6]. Product: [I:13][C:9]1[CH:8]=[C:7]([C:5]([OH:6])([CH3:1])[CH3:4])[CH:12]=[CH:11][CH:10]=1. The catalyst class is: 1. (10) Reactant: [CH2:1]([O:3][C:4]([C:6]1([C:9]([CH3:17])=[C:10]([F:16])[C:11]([O:13][CH2:14][CH3:15])=[O:12])[CH2:8][CH2:7]1)=[O:5])[CH3:2].[Br:18]N1C(=O)CCC1=O. Product: [Br:18][CH2:17]/[C:9](/[C:6]1([C:4]([O:3][CH2:1][CH3:2])=[O:5])[CH2:8][CH2:7]1)=[C:10](/[F:16])\[C:11]([O:13][CH2:14][CH3:15])=[O:12]. The catalyst class is: 22.